From a dataset of NCI-60 drug combinations with 297,098 pairs across 59 cell lines. Regression. Given two drug SMILES strings and cell line genomic features, predict the synergy score measuring deviation from expected non-interaction effect. (1) Drug 1: C1CN1C2=NC(=NC(=N2)N3CC3)N4CC4. Drug 2: CC(C)CN1C=NC2=C1C3=CC=CC=C3N=C2N. Cell line: HCC-2998. Synergy scores: CSS=32.3, Synergy_ZIP=2.77, Synergy_Bliss=0.642, Synergy_Loewe=-3.07, Synergy_HSA=-2.08. (2) Drug 1: CN(C(=O)NC(C=O)C(C(C(CO)O)O)O)N=O. Drug 2: COC1=C2C(=CC3=C1OC=C3)C=CC(=O)O2. Cell line: ACHN. Synergy scores: CSS=0.961, Synergy_ZIP=-1.01, Synergy_Bliss=-1.70, Synergy_Loewe=0.699, Synergy_HSA=-0.604. (3) Drug 1: CS(=O)(=O)C1=CC(=C(C=C1)C(=O)NC2=CC(=C(C=C2)Cl)C3=CC=CC=N3)Cl. Drug 2: CC1OCC2C(O1)C(C(C(O2)OC3C4COC(=O)C4C(C5=CC6=C(C=C35)OCO6)C7=CC(=C(C(=C7)OC)O)OC)O)O. Cell line: PC-3. Synergy scores: CSS=21.8, Synergy_ZIP=-5.26, Synergy_Bliss=1.01, Synergy_Loewe=-20.0, Synergy_HSA=0.630. (4) Drug 1: C1CCC(CC1)NC(=O)N(CCCl)N=O. Drug 2: CCC1(CC2CC(C3=C(CCN(C2)C1)C4=CC=CC=C4N3)(C5=C(C=C6C(=C5)C78CCN9C7C(C=CC9)(C(C(C8N6C=O)(C(=O)OC)O)OC(=O)C)CC)OC)C(=O)OC)O.OS(=O)(=O)O. Cell line: SW-620. Synergy scores: CSS=21.1, Synergy_ZIP=-7.86, Synergy_Bliss=1.74, Synergy_Loewe=-6.24, Synergy_HSA=2.44.